Dataset: Catalyst prediction with 721,799 reactions and 888 catalyst types from USPTO. Task: Predict which catalyst facilitates the given reaction. (1) Reactant: [Cl-].O[NH3+:3].[C:4](=[O:7])([O-])[OH:5].[Na+].CS(C)=O.[CH2:13]([C:15]1[N:16]([C:40]2[CH:41]=[N:42][C:43]([O:46][CH:47]([CH3:49])[CH3:48])=[CH:44][CH:45]=2)[C:17](=[O:39])[C:18]([CH2:24][C:25]2[CH:30]=[CH:29][C:28]([C:31]3[C:32]([C:37]#[N:38])=[CH:33][CH:34]=[CH:35][CH:36]=3)=[CH:27][CH:26]=2)=[C:19]([CH2:21][CH2:22][CH3:23])[N:20]=1)[CH3:14]. Product: [CH2:13]([C:15]1[N:16]([C:40]2[CH:41]=[N:42][C:43]([O:46][CH:47]([CH3:49])[CH3:48])=[CH:44][CH:45]=2)[C:17](=[O:39])[C:18]([CH2:24][C:25]2[CH:26]=[CH:27][C:28]([C:31]3[CH:36]=[CH:35][CH:34]=[CH:33][C:32]=3[C:37]3[NH:3][C:4](=[O:7])[O:5][N:38]=3)=[CH:29][CH:30]=2)=[C:19]([CH2:21][CH2:22][CH3:23])[N:20]=1)[CH3:14]. The catalyst class is: 6. (2) Reactant: C([N:8]1[C:12]([CH:13]2[C:21]3[C:16](=[C:17]([CH3:25])[C:18]([CH3:24])=[C:19]([O:22][CH3:23])[CH:20]=3)[C:15](=[O:26])[CH2:14]2)=[CH:11][N:10]=[CH:9]1)C1C=CC=CC=1. Product: [NH:10]1[CH:11]=[C:12]([CH:13]2[C:21]3[C:16](=[C:17]([CH3:25])[C:18]([CH3:24])=[C:19]([O:22][CH3:23])[CH:20]=3)[C:15](=[O:26])[CH2:14]2)[N:8]=[CH:9]1. The catalyst class is: 29. (3) Reactant: [Cl:1][C:2]1[CH:7]=[CH:6][CH:5]=[C:4]([Cl:8])[C:3]=1[C:9]1[CH:14]=[C:13]([F:15])[CH:12]=[C:11]([CH2:16][C@H:17]2[CH2:19][O:18]2)[C:10]=1[O:20][CH3:21].[C-:22]#[N:23].[Na+]. Product: [Cl:8][C:4]1[CH:5]=[CH:6][CH:7]=[C:2]([Cl:1])[C:3]=1[C:9]1[CH:14]=[C:13]([F:15])[CH:12]=[C:11]([CH2:16][C@H:17]([OH:18])[CH2:19][C:22]#[N:23])[C:10]=1[O:20][CH3:21]. The catalyst class is: 18. (4) Reactant: [F:1][C:2]1[CH:3]=[C:4]([CH:17]=[CH:18][CH:19]=1)[CH2:5][O:6][C:7]1[CH:8]=[C:9]2[C:14](=[CH:15][CH:16]=1)[CH2:13][NH:12][CH2:11][CH2:10]2.C(=O)([O-])[O-].[K+].[K+].Br[CH:27]([CH3:31])[C:28]([NH2:30])=[O:29]. Product: [F:1][C:2]1[CH:3]=[C:4]([CH:17]=[CH:18][CH:19]=1)[CH2:5][O:6][C:7]1[CH:8]=[C:9]2[C:14](=[CH:15][CH:16]=1)[CH2:13][N:12]([CH:27]([CH3:31])[C:28]([NH2:30])=[O:29])[CH2:11][CH2:10]2. The catalyst class is: 21. (5) Reactant: [Si:1]([O:8][C@H:9]1[CH2:13][CH2:12][NH:11][C:10]1=[O:14])([C:4]([CH3:7])([CH3:6])[CH3:5])([CH3:3])[CH3:2].[H-].[Na+].Br[CH2:18][C:19]1[CH:24]=[CH:23][C:22]([CH3:25])=[CH:21][CH:20]=1. Product: [Si:1]([O:8][C@H:9]1[CH2:13][CH2:12][N:11]([CH2:18][C:19]2[CH:24]=[CH:23][C:22]([CH3:25])=[CH:21][CH:20]=2)[C:10]1=[O:14])([C:4]([CH3:7])([CH3:6])[CH3:5])([CH3:3])[CH3:2]. The catalyst class is: 1. (6) The catalyst class is: 8. Reactant: [CH:1]([Si:4]([CH:17]([CH3:19])[CH3:18])([CH:14]([CH3:16])[CH3:15])[O:5][C:6]1[CH:11]=[CH:10][CH:9]=[C:8]([NH2:12])[C:7]=1[NH2:13])([CH3:3])[CH3:2].[C:20](OCC)(=O)[CH:21]=[O:22].C1(C)C=CC=CC=1. Product: [CH:17]([Si:4]([CH:1]([CH3:3])[CH3:2])([CH:14]([CH3:16])[CH3:15])[O:5][C:6]1[CH:11]=[CH:10][CH:9]=[C:8]2[C:7]=1[N:13]=[CH:20][C:21](=[O:22])[NH:12]2)([CH3:19])[CH3:18]. (7) Reactant: [N+:1]([C:4]1[CH:10]=[CH:9][C:7]([NH2:8])=[CH:6][CH:5]=1)([O-:3])=[O:2].[Cl:11][CH2:12][C:13](Cl)=[O:14]. Product: [Cl:11][CH2:12][C:13]([NH:8][C:7]1[CH:9]=[CH:10][C:4]([N+:1]([O-:3])=[O:2])=[CH:5][CH:6]=1)=[O:14]. The catalyst class is: 1. (8) Reactant: Cl.C(OC(=O)[NH:8][CH2:9][C:10]1[CH:15]=[CH:14][C:13]([Cl:16])=[C:12]([NH:17][C:18]2[NH:22][C:21]3[CH:23]=[C:24]([N:28]4[CH2:32][CH2:31][CH:30]([CH2:33][N:34]([CH3:36])[CH3:35])[CH2:29]4)[C:25]([Cl:27])=[CH:26][C:20]=3[N:19]=2)[CH:11]=1)(C)(C)C. Product: [Cl:16][C:13]1[CH:14]=[CH:15][C:10]([CH2:9][NH2:8])=[CH:11][C:12]=1[NH:17][C:18]1[NH:22][C:21]2[CH:23]=[C:24]([N:28]3[CH2:32][CH2:31][CH:30]([CH2:33][N:34]([CH3:36])[CH3:35])[CH2:29]3)[C:25]([Cl:27])=[CH:26][C:20]=2[N:19]=1. The catalyst class is: 1. (9) Reactant: [NH:1]1[CH2:6][CH2:5][CH2:4][CH2:3][CH2:2]1.Cl[CH2:8][C:9]1[CH:43]=[CH:42][C:12]([C:13]([NH:15][C:16]2[C:17]3[CH:30]=[C:29]([C:31]([NH:33][N:34]([CH3:41])[C:35]4[CH:40]=[CH:39][CH:38]=[CH:37][CH:36]=4)=[O:32])[S:28][C:18]=3[N:19](C(OC(C)(C)C)=O)[N:20]=2)=[O:14])=[CH:11][CH:10]=1.ClCC1C=CC(C(NC2C3C=C(C(NN(C4C=CC(Cl)=CC=4)C)=O)SC=3N(C(OC(C)(C)C)=O)N=2)=O)=CC=1. Product: [CH3:41][N:34]([C:35]1[CH:40]=[CH:39][CH:38]=[CH:37][CH:36]=1)[NH:33][C:31]([C:29]1[S:28][C:18]2[NH:19][N:20]=[C:16]([NH:15][C:13](=[O:14])[C:12]3[CH:42]=[CH:43][C:9]([CH2:8][N:1]4[CH2:6][CH2:5][CH2:4][CH2:3][CH2:2]4)=[CH:10][CH:11]=3)[C:17]=2[CH:30]=1)=[O:32]. The catalyst class is: 711. (10) Reactant: [N+:1]([C:4]1[CH:9]=[CH:8][C:7]([CH:10]2[CH2:13][N:12]([C:14](=O)[CH2:15][CH3:16])[CH2:11]2)=[CH:6][CH:5]=1)([O-])=O.O.O.Cl[Sn]Cl.[H-].[H-].[H-].[H-].[Li+].[Al+3].O1CCCC1. Product: [CH2:14]([N:12]1[CH2:11][CH:10]([C:7]2[CH:6]=[CH:5][C:4]([NH2:1])=[CH:9][CH:8]=2)[CH2:13]1)[CH2:15][CH3:16]. The catalyst class is: 8.